Dataset: Forward reaction prediction with 1.9M reactions from USPTO patents (1976-2016). Task: Predict the product of the given reaction. Given the reactants [C:1]([O:5][C:6]([N:8]1[CH2:13][CH2:12][C:11]([CH2:15][NH:16][C:17]([NH:19]C(OCC2C3C=CC=CC=3C3C2=CC=CC=3)=O)=[S:18])([F:14])[CH2:10][CH2:9]1)=[O:7])([CH3:4])([CH3:3])[CH3:2].N1CCCCC1.O, predict the reaction product. The product is: [C:1]([O:5][C:6]([N:8]1[CH2:13][CH2:12][C:11]([CH2:15][NH:16][C:17]([NH2:19])=[S:18])([F:14])[CH2:10][CH2:9]1)=[O:7])([CH3:4])([CH3:2])[CH3:3].